From a dataset of Peptide-MHC class II binding affinity with 134,281 pairs from IEDB. Regression. Given a peptide amino acid sequence and an MHC pseudo amino acid sequence, predict their binding affinity value. This is MHC class II binding data. (1) The peptide sequence is AAATMGTTVYGAFAA. The MHC is HLA-DQA10401-DQB10402 with pseudo-sequence HLA-DQA10401-DQB10402. The binding affinity (normalized) is 0.529. (2) The peptide sequence is INEPTAAAIAYGLDM. The MHC is HLA-DQA10501-DQB10301 with pseudo-sequence HLA-DQA10501-DQB10301. The binding affinity (normalized) is 0.496.